Predict the reaction yield, written as a fraction of the theoretical maximum amount of product (1.0 means a 100% yield; for example, 0.34 means a 34% yield). From a dataset of Reaction yield outcomes from USPTO patents with 853,638 reactions. (1) The reactants are C([O:3][C:4]([C:6]1[N:7]=[C:8]([CH:11]2[CH2:16][CH2:15][N:14]([C:17](=[O:27])[CH2:18][C:19]3[CH:24]=[C:23]([CH3:25])[CH:22]=[CH:21][C:20]=3[CH3:26])[CH2:13][CH2:12]2)[S:9][CH:10]=1)=[O:5])C.[OH-].[Na+].Cl.C(OC(=O)C)C. The catalyst is C1COCC1. The product is [CH3:26][C:20]1[CH:21]=[CH:22][C:23]([CH3:25])=[CH:24][C:19]=1[CH2:18][C:17]([N:14]1[CH2:15][CH2:16][CH:11]([C:8]2[S:9][CH:10]=[C:6]([C:4]([OH:5])=[O:3])[N:7]=2)[CH2:12][CH2:13]1)=[O:27]. The yield is 0.608. (2) The reactants are C([O:8][C:9]1[CH:18]=[C:17]2[C:12]([C:13]([C:37]3[CH:42]=[CH:41][CH:40]=[C:39]([Cl:43])[CH:38]=3)=[N:14][N:15]([CH2:20][C:21]([C:23]3([C:26]4[CH:36]=[CH:35][C:29]5[O:30][C:31]([F:34])([F:33])[O:32][C:28]=5[CH:27]=4)[CH2:25][CH2:24]3)=[O:22])[C:16]2=[O:19])=[CH:11][CH:10]=1)C1C=CC=CC=1.C([SiH](CC)CC)C. The catalyst is O.CC([O-])=O.CC([O-])=O.[Pd+2]. The product is [Cl:43][C:39]1[CH:38]=[C:37]([C:13]2[C:12]3[C:17](=[CH:18][C:9]([OH:8])=[CH:10][CH:11]=3)[C:16](=[O:19])[N:15]([CH2:20][C:21]([C:23]3([C:26]4[CH:36]=[CH:35][C:29]5[O:30][C:31]([F:34])([F:33])[O:32][C:28]=5[CH:27]=4)[CH2:24][CH2:25]3)=[O:22])[N:14]=2)[CH:42]=[CH:41][CH:40]=1. The yield is 0.0800. (3) The reactants are [Cl:1][C:2]1[C:3]([O:12][C:13]2[C:17]([CH2:18][CH3:19])=[C:16]([CH3:20])[NH:15][N:14]=2)=[N:4][CH:5]=[C:6]([C:8]([F:11])([F:10])[F:9])[CH:7]=1.[CH2:21]([N:23]=[C:24]=[O:25])[CH3:22]. No catalyst specified. The product is [CH2:21]([NH:23][C:24]([N:15]1[C:16]([CH3:20])=[C:17]([CH2:18][CH3:19])[C:13]([O:12][C:3]2[C:2]([Cl:1])=[CH:7][C:6]([C:8]([F:10])([F:11])[F:9])=[CH:5][N:4]=2)=[N:14]1)=[O:25])[CH3:22]. The yield is 0.319. (4) The reactants are [C:1]([C:3]1[CH:4]=[C:5]([C:9]([N:11]2[CH2:30][CH2:29][C:14]3[N:15]=[C:16]([NH:19][CH:20]4[CH2:28][C:27]5[C:22](=[CH:23][CH:24]=[CH:25][CH:26]=5)[CH2:21]4)[N:17]=[CH:18][C:13]=3[CH2:12]2)=[O:10])[CH:6]=[N:7][CH:8]=1)#[CH:2].[Na].O=C1O[C@H]([C@H](CO)O)C(O)=C1O.[N:44]([Si](C)(C)C)=[N+:45]=[N-:46]. The catalyst is CN(C)C=O.O.C(OCC)(=O)C.[Cl-].[Na+].O.O.O.O.O.S([O-])([O-])(=O)=O.[Cu+2]. The product is [CH2:28]1[C:27]2[C:22](=[CH:23][CH:24]=[CH:25][CH:26]=2)[CH2:21][CH:20]1[NH:19][C:16]1[N:17]=[CH:18][C:13]2[CH2:12][N:11]([C:9]([C:5]3[CH:6]=[N:7][CH:8]=[C:3]([C:1]4[NH:46][N:45]=[N:44][CH:2]=4)[CH:4]=3)=[O:10])[CH2:30][CH2:29][C:14]=2[N:15]=1. The yield is 0.220. (5) The reactants are [CH3:1][S:2]([NH:5][C:6]1[CH:7]=[C:8]([CH2:12][C:13]([O:15]C)=[O:14])[CH:9]=[CH:10][CH:11]=1)(=[O:4])=[O:3].[OH-].[Na+].Cl.O. The catalyst is C(O)C. The product is [CH3:1][S:2]([NH:5][C:6]1[CH:7]=[C:8]([CH2:12][C:13]([OH:15])=[O:14])[CH:9]=[CH:10][CH:11]=1)(=[O:4])=[O:3]. The yield is 0.920. (6) The reactants are [OH:1][C:2]1[C:3]([CH2:27][OH:28])=[C:4]([CH2:9][NH:10][C:11]([C:13]2[CH:18]=[CH:17][C:16]([C:19]3[CH:24]=[CH:23][C:22]([C:25]#[N:26])=[CH:21][CH:20]=3)=[CH:15][CH:14]=2)=[O:12])[CH:5]=[N:6][C:7]=1[CH3:8].Br[CH2:30][C:31]1[CH:36]=[CH:35][C:34]([C:37]#[N:38])=[CH:33][CH:32]=1. No catalyst specified. The product is [C:37]([C:34]1[CH:35]=[CH:36][C:31]([CH2:30][O:1][C:2]2[C:3]([CH2:27][OH:28])=[C:4]([CH2:9][NH:10][C:11]([C:13]3[CH:14]=[CH:15][C:16]([C:19]4[CH:20]=[CH:21][C:22]([C:25]#[N:26])=[CH:23][CH:24]=4)=[CH:17][CH:18]=3)=[O:12])[CH:5]=[N:6][C:7]=2[CH3:8])=[CH:32][CH:33]=1)#[N:38]. The yield is 0.740.